Dataset: Catalyst prediction with 721,799 reactions and 888 catalyst types from USPTO. Task: Predict which catalyst facilitates the given reaction. (1) Reactant: B1([O-])OO1.[OH2:5].[OH2:6].O.O.[Na+].[Cl:10][C:11]1[CH:12]=[C:13]([CH:15]=[C:16]([F:18])[CH:17]=1)[NH2:14].CC(OC)(C)C. Product: [Cl:10][C:11]1[CH:12]=[C:13]([N+:14]([O-:6])=[O:5])[CH:15]=[C:16]([F:18])[CH:17]=1. The catalyst class is: 15. (2) Reactant: Br[C:2]1[S:6][C:5]([C:7]([O:9][CH3:10])=[O:8])=[C:4]([NH:11][C:12](=[O:17])[C:13]([F:16])([F:15])[F:14])[C:3]=1[CH3:18].[C:19]1(B(O)O)[CH:24]=[CH:23][CH:22]=[CH:21][CH:20]=1.[F-].[K+]. Product: [CH3:18][C:3]1[C:4]([NH:11][C:12](=[O:17])[C:13]([F:16])([F:15])[F:14])=[C:5]([C:7]([O:9][CH3:10])=[O:8])[S:6][C:2]=1[C:19]1[CH:24]=[CH:23][CH:22]=[CH:21][CH:20]=1. The catalyst class is: 176. (3) Reactant: [F:1][C:2]1[CH:3]=[CH:4][C:5]([O:31][CH3:32])=[C:6]([C:8]([CH3:30])([CH3:29])[CH2:9][C:10]([OH:28])([C:24]([F:27])([F:26])[F:25])[CH2:11][C:12]2[NH:13][C:14]3[CH:15]=[CH:16][CH:17]=[C:18]([C:21]([OH:23])=O)[C:19]=3[CH:20]=2)[CH:7]=1.C([N:35](CC)CC)C.CN(C(ON1N=NC2C=CC=CC1=2)=[N+](C)C)C.[B-](F)(F)(F)F.[OH-].[NH4+]. Product: [F:1][C:2]1[CH:3]=[CH:4][C:5]([O:31][CH3:32])=[C:6]([C:8]([CH3:29])([CH3:30])[CH2:9][C:10]([OH:28])([C:24]([F:27])([F:25])[F:26])[CH2:11][C:12]2[NH:13][C:14]3[CH:15]=[CH:16][CH:17]=[C:18]([C:21]([NH2:35])=[O:23])[C:19]=3[CH:20]=2)[CH:7]=1. The catalyst class is: 47. (4) Reactant: [BH4-].[Na+].[CH:3]([C:5]1[C-:6]([N:10]([CH3:12])[CH3:11])[CH:7]=[CH:8][CH:9]=1)=[O:4].[CH-:13]1[CH:17]=[CH:16][CH:15]=[CH:14]1.[Fe+2:18].[NH4+].[Cl-].C([O-])(O)=O.[Na+]. Product: [OH:4][CH2:3][C:5]1[C-:6]([N:10]([CH3:12])[CH3:11])[CH:7]=[CH:8][CH:9]=1.[CH-:13]1[CH:17]=[CH:16][CH:15]=[CH:14]1.[Fe+2:18]. The catalyst class is: 72. (5) Reactant: [H-].[H-].[H-].[H-].[Li+].[Al+3].[F:7][C:8]1[CH:13]=[CH:12][C:11]([C:14]2([C:17]([NH2:19])=O)[CH2:16][CH2:15]2)=[CH:10][CH:9]=1. Product: [F:7][C:8]1[CH:9]=[CH:10][C:11]([C:14]2([CH2:17][NH2:19])[CH2:15][CH2:16]2)=[CH:12][CH:13]=1. The catalyst class is: 1. (6) Product: [C:1]([Cl:25])(=[O:15])[C:2]1[C:3](=[CH:6][C:7](=[C:10]([CH:13]=1)[O:11][CH3:12])[O:8][CH3:9])[O:4][CH3:5]. Reactant: [C:1]([OH:15])(=O)[C:2]1[C:3](=[CH:6][C:7](=[C:10]([CH:13]=1)[O:11][CH3:12])[O:8][CH3:9])[O:4][CH3:5].C1(C)C=CC=CC=1.S(Cl)([Cl:25])=O. The catalyst class is: 81.